Dataset: Peptide-MHC class II binding affinity with 134,281 pairs from IEDB. Task: Regression. Given a peptide amino acid sequence and an MHC pseudo amino acid sequence, predict their binding affinity value. This is MHC class II binding data. (1) The peptide sequence is SRGVQGFIFFFLFNIKK. The MHC is HLA-DQA10102-DQB10501 with pseudo-sequence HLA-DQA10102-DQB10501. The binding affinity (normalized) is 0. (2) The peptide sequence is LAVGGVLLFLSVNVHA. The MHC is DRB1_0405 with pseudo-sequence DRB1_0405. The binding affinity (normalized) is 0.282.